Dataset: Reaction yield outcomes from USPTO patents with 853,638 reactions. Task: Predict the reaction yield, written as a fraction of the theoretical maximum amount of product (1.0 means a 100% yield; for example, 0.34 means a 34% yield). (1) The reactants are [CH3:1][O:2][C:3]1[CH:4]=[C:5]([CH2:9][CH2:10][NH2:11])[CH:6]=[CH:7][CH:8]=1.CCN(CC)CC.Cl[C:20]([O:22][CH2:23][CH3:24])=[O:21].O. The catalyst is C(Cl)Cl. The product is [CH3:1][O:2][C:3]1[CH:4]=[C:5]([CH:6]=[CH:7][CH:8]=1)[CH2:9][CH2:10][NH:11][C:20](=[O:21])[O:22][CH2:23][CH3:24]. The yield is 0.990. (2) The reactants are Cl[C:2]1[N:7]=[C:6]([NH:8][C:9]2[CH:14]=[CH:13][CH:12]=[CH:11][C:10]=2[CH2:15][CH3:16])[CH:5]=[CH:4][N:3]=1.Cl.[CH3:18][N:19]([CH2:21][CH:22]([OH:32])[CH2:23][O:24][C:25]1[CH:31]=[CH:30][C:28]([NH2:29])=[CH:27][CH:26]=1)[CH3:20]. The catalyst is C(O)CCC.CO. The product is [CH3:20][N:19]([CH2:21][CH:22]([OH:32])[CH2:23][O:24][C:25]1[CH:26]=[CH:27][C:28]([NH:29][C:2]2[N:7]=[C:6]([NH:8][C:9]3[CH:14]=[CH:13][CH:12]=[CH:11][C:10]=3[CH2:15][CH3:16])[CH:5]=[CH:4][N:3]=2)=[CH:30][CH:31]=1)[CH3:18]. The yield is 0.610. (3) The reactants are [NH2:1][C@@H:2]([CH3:21])[C:3]([NH:5][C:6]1[CH:11]=[CH:10][C:9]([F:12])=[CH:8][C:7]=1[NH:13][C:14]1[CH:15]=[N:16][C:17]([F:20])=[CH:18][CH:19]=1)=[O:4].Cl[C:23]1[N:31]=[CH:30][N:29]=[C:28]2[C:24]=1[N:25]=[CH:26][N:27]2C1CCCCO1.CCN(C(C)C)C(C)C. The catalyst is C(O)CCC. The product is [F:12][C:9]1[CH:10]=[CH:11][C:6]([NH:5][C:3](=[O:4])[C@@H:2]([NH:1][C:23]2[N:31]=[CH:30][N:29]=[C:28]3[C:24]=2[N:25]=[CH:26][NH:27]3)[CH3:21])=[C:7]([NH:13][C:14]2[CH:15]=[N:16][C:17]([F:20])=[CH:18][CH:19]=2)[CH:8]=1. The yield is 0.940. (4) The reactants are [C:1]([S:5]([C:8]1[CH:23]=[CH:22][C:21]([N+:24]([O-])=O)=[CH:20][C:9]=1[CH2:10][N:11]([CH3:19])[C:12](=[O:18])[O:13][C:14]([CH3:17])([CH3:16])[CH3:15])(=[O:7])=[O:6])([CH3:4])([CH3:3])[CH3:2]. The catalyst is CO.[Pd]. The product is [NH2:24][C:21]1[CH:22]=[CH:23][C:8]([S:5]([C:1]([CH3:4])([CH3:3])[CH3:2])(=[O:7])=[O:6])=[C:9]([CH:20]=1)[CH2:10][N:11]([CH3:19])[C:12](=[O:18])[O:13][C:14]([CH3:15])([CH3:16])[CH3:17]. The yield is 0.694. (5) The reactants are [N:1]1([C:5]([NH:7][C:8]2[CH:13]=[C:12]([O:14][C:15]3[CH:20]=[CH:19][C:18]([NH:21][C:22]([C:24]4([C:27]([NH:29][C:30]5[CH:35]=[CH:34][C:33]([F:36])=[CH:32][CH:31]=5)=[O:28])[CH2:26][CH2:25]4)=[O:23])=[C:17]([F:37])[CH:16]=3)[CH:11]=[CH:10][N:9]=2)=[O:6])[CH2:4][CH2:3][CH2:2]1.[ClH:38]. The catalyst is CC(C)=O. The product is [ClH:38].[N:1]1([C:5]([NH:7][C:8]2[CH:13]=[C:12]([O:14][C:15]3[CH:20]=[CH:19][C:18]([NH:21][C:22]([C:24]4([C:27]([NH:29][C:30]5[CH:31]=[CH:32][C:33]([F:36])=[CH:34][CH:35]=5)=[O:28])[CH2:25][CH2:26]4)=[O:23])=[C:17]([F:37])[CH:16]=3)[CH:11]=[CH:10][N:9]=2)=[O:6])[CH2:4][CH2:3][CH2:2]1. The yield is 0.970. (6) The reactants are [N+:1]([C:4]1[CH:9]=[CH:8][C:7]([C:10]2[C:14]([C:15]3[CH:20]=[CH:19][N:18]=[C:17]4[N:21]([S:32]([C:35]5[CH:40]=[CH:39][CH:38]=[CH:37][CH:36]=5)(=[O:34])=[O:33])[C:22]([C:24]5[CH:29]=[CH:28][CH:27]=[C:26]([CH:30]=O)[CH:25]=5)=[CH:23][C:16]=34)=[CH:13][N:12]([CH2:41][CH3:42])[N:11]=2)=[CH:6][CH:5]=1)([O-:3])=[O:2].[CH3:43][NH:44][CH3:45].C(O[BH-](OC(=O)C)OC(=O)C)(=O)C.[Na+]. The catalyst is O1CCCC1. The product is [N+:1]([C:4]1[CH:9]=[CH:8][C:7]([C:10]2[C:14]([C:15]3[CH:20]=[CH:19][N:18]=[C:17]4[N:21]([S:32]([C:35]5[CH:40]=[CH:39][CH:38]=[CH:37][CH:36]=5)(=[O:34])=[O:33])[C:22]([C:24]5[CH:29]=[CH:28][CH:27]=[C:26]([CH2:30][N:44]([CH3:45])[CH3:43])[CH:25]=5)=[CH:23][C:16]=34)=[CH:13][N:12]([CH2:41][CH3:42])[N:11]=2)=[CH:6][CH:5]=1)([O-:3])=[O:2]. The yield is 0.870. (7) The reactants are [Na].C(O[C:5](=[O:17])[CH:6]([C:15]#[N:16])[CH2:7][CH:8]([O:12][CH2:13][CH3:14])[O:9][CH2:10][CH3:11])C.[NH2:18][C:19]([NH2:21])=[S:20]. The catalyst is C(O)C. The product is [NH2:16][C:15]1[N:21]=[C:19]([SH:20])[N:18]=[C:5]([OH:17])[C:6]=1[CH2:7][CH:8]([O:12][CH2:13][CH3:14])[O:9][CH2:10][CH3:11]. The yield is 0.360. (8) The reactants are [Cl:1][C:2]1[CH:7]=[CH:6][C:5]([C:8]([C:11]2[N:15]([C:16]3[CH:21]=[CH:20][C:19]([F:22])=[CH:18][CH:17]=3)[C:14]([S:23][CH2:24][C:25]3[C:33]([F:34])=[CH:32][C:28](C(O)=O)=[CH:27][C:26]=3[F:35])=[N:13][CH:12]=2)([CH3:10])[CH3:9])=[CH:4][C:3]=1[O:36][CH3:37].C1C=CC(P(N=[N+]=[N-])(C2C=CC=CC=2)=[O:45])=CC=1.CC[N:57]([CH:61](C)C)C(C)C.[C:64]([OH:68])([CH3:67])([CH3:66])[CH3:65]. The catalyst is C1(C)C=CC=CC=1.CCOC(C)=O. The product is [Cl:1][C:2]1[CH:7]=[CH:6][C:5]([C:8]([C:11]2[N:15]([C:16]3[CH:17]=[CH:18][C:19]([F:22])=[CH:20][CH:21]=3)[C:14]([S:23][CH2:24][C:25]3[C:33]([F:34])=[CH:32][C:28]([NH:57][C:61](=[O:45])[O:68][C:64]([CH3:67])([CH3:66])[CH3:65])=[CH:27][C:26]=3[F:35])=[N:13][CH:12]=2)([CH3:10])[CH3:9])=[CH:4][C:3]=1[O:36][CH3:37]. The yield is 0.740.